Dataset: Forward reaction prediction with 1.9M reactions from USPTO patents (1976-2016). Task: Predict the product of the given reaction. Given the reactants [CH:1]([S:4]([C:7]1[CH:12]=[CH:11][C:10](B2OC(C)(C)C(C)(C)O2)=[C:9]([O:22][CH3:23])[CH:8]=1)(=[O:6])=[O:5])([CH3:3])[CH3:2].[Br:24][C:25]1[CH:26]=[CH:27][C:28]([F:32])=[C:29](I)[CH:30]=1.C(=O)([O-])[O-].[Na+].[Na+], predict the reaction product. The product is: [Br:24][C:25]1[CH:30]=[CH:29][C:28]([F:32])=[C:27]([C:10]2[CH:11]=[CH:12][C:7]([S:4]([CH:1]([CH3:2])[CH3:3])(=[O:5])=[O:6])=[CH:8][C:9]=2[O:22][CH3:23])[CH:26]=1.